Dataset: Full USPTO retrosynthesis dataset with 1.9M reactions from patents (1976-2016). Task: Predict the reactants needed to synthesize the given product. (1) Given the product [CH3:7][Si:8]([CH2:11][C:12](=[CH2:16])[C:13]([Cl:4])=[O:14])([CH3:10])[CH3:9], predict the reactants needed to synthesize it. The reactants are: C(Cl)(=O)C([Cl:4])=O.[CH3:7][Si:8]([CH2:11][C:12](=[CH2:16])[C:13](O)=[O:14])([CH3:10])[CH3:9]. (2) Given the product [CH2:1]([N:8]1[CH:13]=[CH:12][O:11][C:10](=[O:14])[C@@H:9]1[C:15]1[CH:16]=[CH:17][C:18]([F:21])=[CH:19][CH:20]=1)[C:2]1[CH:3]=[CH:4][CH:5]=[CH:6][CH:7]=1, predict the reactants needed to synthesize it. The reactants are: [CH2:1]([N:8]1[CH:13]=[CH:12][O:11][C:10](=[O:14])[CH:9]1[C:15]1[CH:20]=[CH:19][C:18]([F:21])=[CH:17][CH:16]=1)[C:2]1[CH:7]=[CH:6][CH:5]=[CH:4][CH:3]=1.FC(F)(F)C(O)=O.C(OC(C)C)(=O)C. (3) Given the product [Br:1][C:2]1[C:7]([F:8])=[CH:6][C:5]([S:9]([NH:14][C:15]2[S:16][CH:17]=[CH:18][N:19]=2)(=[O:11])=[O:10])=[C:4]([F:13])[CH:3]=1, predict the reactants needed to synthesize it. The reactants are: [Br:1][C:2]1[C:7]([F:8])=[CH:6][C:5]([S:9](Cl)(=[O:11])=[O:10])=[C:4]([F:13])[CH:3]=1.[NH2:14][C:15]1[S:16][CH:17]=[CH:18][N:19]=1.N1C=CC=CC=1. (4) Given the product [CH3:26][N:18]([CH:19]1[CH2:24][CH2:23][N:22]([CH3:25])[CH2:21][CH2:20]1)[C:16](=[O:17])[C:15]1[CH:27]=[CH:28][C:12]([NH:11][C:9]2[N:10]=[C:3]3[C:2]([N:33]4[CH2:34][CH2:35][C:30]([CH3:29])([C:36]5[CH:41]=[CH:40][CH:39]=[CH:38][CH:37]=5)[CH2:31][CH2:32]4)=[CH:7][CH:6]=[CH:5][N:4]3[N:8]=2)=[CH:13][CH:14]=1, predict the reactants needed to synthesize it. The reactants are: Br[C:2]1[C:3]2[N:4]([N:8]=[C:9]([NH:11][C:12]3[CH:28]=[CH:27][C:15]([C:16]([N:18]([CH3:26])[CH:19]4[CH2:24][CH2:23][N:22]([CH3:25])[CH2:21][CH2:20]4)=[O:17])=[CH:14][CH:13]=3)[N:10]=2)[CH:5]=[CH:6][CH:7]=1.[CH3:29][C:30]1([C:36]2[CH:41]=[CH:40][CH:39]=[CH:38][CH:37]=2)[CH2:35][CH2:34][NH:33][CH2:32][CH2:31]1.CC([O-])(C)C.[Na+].C1C=CC(P(C2C(C3C(P(C4C=CC=CC=4)C4C=CC=CC=4)=CC=C4C=3C=CC=C4)=C3C(C=CC=C3)=CC=2)C2C=CC=CC=2)=CC=1. (5) Given the product [F:1][C:2]1[CH:7]=[CH:6][CH:5]=[CH:4][C:3]=1[C:8]1[C:16]2[C:11](=[N:12][C:13]([O:21][CH2:22][C:23]([OH:25])=[O:24])=[CH:14][C:15]=2[C:17]([F:20])([F:19])[F:18])[N:10]([CH3:28])[N:9]=1, predict the reactants needed to synthesize it. The reactants are: [F:1][C:2]1[CH:7]=[CH:6][CH:5]=[CH:4][C:3]=1[C:8]1[C:16]2[C:11](=[N:12][C:13]([O:21][CH2:22][C:23]([O:25]CC)=[O:24])=[CH:14][C:15]=2[C:17]([F:20])([F:19])[F:18])[N:10]([CH3:28])[N:9]=1.C1COCC1.O[Li].O.Cl. (6) Given the product [CH3:8][C:6]1([CH2:5][C:4]([O:3][CH2:1][CH3:2])=[O:9])[C:19](=[O:21])[NH:15][C:10](=[O:13])[NH:14]1, predict the reactants needed to synthesize it. The reactants are: [CH2:1]([O:3][C:4](=[O:9])[CH2:5][C:6]([CH3:8])=O)[CH3:2].[C:10](=[O:13])([O-])[O-].[NH4+:14].[NH4+:15].[C-]#N.[K+].[CH2:19]([OH:21])C.O. (7) Given the product [F:1][C:2]1[CH:15]=[C:14]([CH:13]=[CH:12][C:3]=1[O:4][C:5]1[CH:10]=[CH:9][N:8]=[CH:7][C:6]=1[I:11])[NH2:16], predict the reactants needed to synthesize it. The reactants are: [F:1][C:2]1[CH:15]=[C:14]([N+:16]([O-])=O)[CH:13]=[CH:12][C:3]=1[O:4][C:5]1[CH:10]=[CH:9][N:8]=[CH:7][C:6]=1[I:11].S(S([O-])=O)([O-])=O.[Na+].[Na+]. (8) Given the product [Cl:33][C:34]1[CH:39]=[C:38]([O:40][CH2:41][C:42]([F:45])([F:44])[F:43])[CH:37]=[CH:36][C:35]=1[S:46]([NH:27][C:28]1[C:29]([CH2:12][C:13]2[CH:18]=[CH:17][C:16]([CH2:19][C:20]([O:22][CH3:23])=[O:21])=[CH:15][C:14]=2[O:24][CH3:25])=[CH:30][CH:31]=[C:32]2[C:31]=1[CH:30]=[C:29]([CH3:28])[NH:27]2)(=[O:48])=[O:47], predict the reactants needed to synthesize it. The reactants are: NC1C(O[CH2:12][C:13]2[CH:18]=[CH:17][C:16]([CH2:19][C:20]([O:22][CH3:23])=[O:21])=[CH:15][C:14]=2[O:24][CH3:25])=CC=C2C=1C=C(C)N2.[N:27]1[CH:32]=[CH:31][CH:30]=[CH:29][CH:28]=1.[Cl:33][C:34]1[CH:39]=[C:38]([O:40][CH2:41][C:42]([F:45])([F:44])[F:43])[CH:37]=[CH:36][C:35]=1[S:46](Cl)(=[O:48])=[O:47]. (9) Given the product [CH3:20][O:19][C:14]1[CH:15]=[CH:16][CH:17]=[CH:18][C:13]=1[C:12]1[N:6]2[C:7]([CH:8]=[N:9][C:4]([NH:21][C:22]3[CH:33]=[CH:32][C:25]4[N:26]([CH3:31])[C:27](=[O:30])[CH2:28][O:29][C:24]=4[CH:23]=3)=[N:5]2)=[CH:10][CH:11]=1, predict the reactants needed to synthesize it. The reactants are: CS([C:4]1[N:9]=[CH:8][C:7]2=[CH:10][CH:11]=[C:12]([C:13]3[CH:18]=[CH:17][CH:16]=[CH:15][C:14]=3[O:19][CH3:20])[N:6]2[N:5]=1)=O.[NH2:21][C:22]1[CH:33]=[CH:32][C:25]2[N:26]([CH3:31])[C:27](=[O:30])[CH2:28][O:29][C:24]=2[CH:23]=1. (10) Given the product [Cl:14][C:15]1[CH:16]=[C:17]([C:22]([OH:27])([C:23]([F:24])([F:25])[F:26])[CH2:2][C:1]([C:4]2[CH:12]=[CH:11][C:7]([C:8]([OH:10])=[O:9])=[C:6]([CH3:13])[CH:5]=2)=[O:3])[CH:18]=[C:19]([Cl:21])[CH:20]=1, predict the reactants needed to synthesize it. The reactants are: [C:1]([C:4]1[CH:12]=[CH:11][C:7]([C:8]([OH:10])=[O:9])=[C:6]([CH3:13])[CH:5]=1)(=[O:3])[CH3:2].[Cl:14][C:15]1[CH:16]=[C:17]([C:22](=[O:27])[C:23]([F:26])([F:25])[F:24])[CH:18]=[C:19]([Cl:21])[CH:20]=1.C(N(CC)CC)C.